Task: Predict the reaction yield, written as a fraction of the theoretical maximum amount of product (1.0 means a 100% yield; for example, 0.34 means a 34% yield).. Dataset: Reaction yield outcomes from USPTO patents with 853,638 reactions (1) The reactants are [F:1][C:2]1[CH:32]=[CH:31][C:5]([CH2:6][N:7]2[C:11](=[O:12])[N:10]([C:13]3[CH:17]=[C:16]([C:18]([O:20]C)=[O:19])[N:15]([CH2:22][C:23]4[CH:28]=[CH:27][C:26]([O:29][CH3:30])=[CH:25][CH:24]=4)[N:14]=3)[CH:9]=[N:8]2)=[CH:4][CH:3]=1.[OH-].[Na+]. The catalyst is C(O)C. The product is [F:1][C:2]1[CH:3]=[CH:4][C:5]([CH2:6][N:7]2[C:11](=[O:12])[N:10]([C:13]3[CH:17]=[C:16]([C:18]([OH:20])=[O:19])[N:15]([CH2:22][C:23]4[CH:28]=[CH:27][C:26]([O:29][CH3:30])=[CH:25][CH:24]=4)[N:14]=3)[CH:9]=[N:8]2)=[CH:31][CH:32]=1. The yield is 0.950. (2) The reactants are [F:1][CH:2]([F:37])[O:3][C:4]1[CH:9]=[CH:8][C:7]([N:10]2[CH:14]=[N:13][C:12]([C:15]([NH:17][C:18]3[CH:23]=[CH:22][C:21]([C@@H:24]4[O:29][CH2:28][CH2:27][N:26](C(OC(C)(C)C)=O)[CH2:25]4)=[CH:20][CH:19]=3)=[O:16])=[N:11]2)=[CH:6][CH:5]=1.[ClH:38].CCOCC. The catalyst is O1CCOCC1. The product is [ClH:38].[F:37][CH:2]([F:1])[O:3][C:4]1[CH:9]=[CH:8][C:7]([N:10]2[CH:14]=[N:13][C:12]([C:15]([NH:17][C:18]3[CH:19]=[CH:20][C:21]([C@@H:24]4[O:29][CH2:28][CH2:27][NH:26][CH2:25]4)=[CH:22][CH:23]=3)=[O:16])=[N:11]2)=[CH:6][CH:5]=1. The yield is 0.780.